Task: Predict the product of the given reaction.. Dataset: Forward reaction prediction with 1.9M reactions from USPTO patents (1976-2016) Given the reactants [Cl:1][C:2]1[CH:7]=[CH:6][C:5]([CH:8]=[CH:9][C:10]2[CH:15]=[CH:14][C:13]([N+:16]([O-])=O)=[CH:12][CH:11]=2)=[CH:4][CH:3]=1, predict the reaction product. The product is: [Cl:1][C:2]1[CH:3]=[CH:4][C:5]([CH2:8][CH2:9][C:10]2[CH:11]=[CH:12][C:13]([NH2:16])=[CH:14][CH:15]=2)=[CH:6][CH:7]=1.